This data is from Full USPTO retrosynthesis dataset with 1.9M reactions from patents (1976-2016). The task is: Predict the reactants needed to synthesize the given product. Given the product [N:1]1([C:7]([C:9]2[CH:13]=[C:12]([C:20]3[CH:25]=[CH:24][CH:23]=[CH:22][N:21]=3)[S:11][CH:10]=2)=[O:8])[CH2:6][CH2:5][CH2:4][CH2:3][CH2:2]1, predict the reactants needed to synthesize it. The reactants are: [N:1]1([C:7]([C:9]2[CH:13]=[C:12](Br)[S:11][CH:10]=2)=[O:8])[CH2:6][CH2:5][CH2:4][CH2:3][CH2:2]1.C([Sn](CCCC)(CCCC)[C:20]1[CH:25]=[CH:24][CH:23]=[CH:22][N:21]=1)CCC.